Predict the reactants needed to synthesize the given product. From a dataset of Full USPTO retrosynthesis dataset with 1.9M reactions from patents (1976-2016). (1) Given the product [CH2:21]([C@@H:19]1[NH:20][CH2:3][C@H:2]([C:6]2[CH:11]=[CH:10][C:9]([C:12]([F:15])([F:14])[F:13])=[CH:8][CH:7]=2)[NH:1][C:18]1=[O:17])[CH:22]([CH3:24])[CH3:23], predict the reactants needed to synthesize it. The reactants are: [NH2:1][C@@H:2]([C:6]1[CH:11]=[CH:10][C:9]([C:12]([F:15])([F:14])[F:13])=[CH:8][CH:7]=1)[C:3](O)=O.C[O:17][C:18](=O)[C@H:19]([CH2:21][CH:22]([CH3:24])[CH3:23])[NH2:20].C([C@@H]1NC[C@H](CC(C)C)NC1=O)C(C)C. (2) Given the product [CH3:21][S:22]([O:13][C@@H:10]1[CH2:11][CH2:12][N:8]([C:1]([O:3][C:4]([CH3:7])([CH3:6])[CH3:5])=[O:2])[CH2:9]1)(=[O:24])=[O:23], predict the reactants needed to synthesize it. The reactants are: [C:1]([N:8]1[CH2:12][CH2:11][C@@H:10]([OH:13])[CH2:9]1)([O:3][C:4]([CH3:7])([CH3:6])[CH3:5])=[O:2].C(N(CC)CC)C.[CH3:21][S:22](Cl)(=[O:24])=[O:23].C(OCC)(=O)C. (3) Given the product [O:20]=[S:17]1(=[O:21])[CH2:18][CH2:19][CH:14]([C:5]2[C:4]3[C:8](=[C:9]([C:11]([NH2:13])=[O:12])[CH:10]=[C:2]([B:22]4[O:26][C:25]([CH3:28])([CH3:27])[C:24]([CH3:30])([CH3:29])[O:23]4)[CH:3]=3)[NH:7][CH:6]=2)[CH2:15][CH2:16]1, predict the reactants needed to synthesize it. The reactants are: Br[C:2]1[CH:3]=[C:4]2[C:8](=[C:9]([C:11]([NH2:13])=[O:12])[CH:10]=1)[NH:7][CH:6]=[C:5]2[CH:14]1[CH2:19][CH2:18][S:17](=[O:21])(=[O:20])[CH2:16][CH2:15]1.[B:22]1([B:22]2[O:26][C:25]([CH3:28])([CH3:27])[C:24]([CH3:30])([CH3:29])[O:23]2)[O:26][C:25]([CH3:28])([CH3:27])[C:24]([CH3:30])([CH3:29])[O:23]1.CC([O-])=O.[K+]. (4) Given the product [F:1][C:2]([F:26])([F:27])[C:3]1[CH:21]=[C:20]([C:22]([F:24])([F:25])[F:23])[CH:19]=[CH:18][C:4]=1[CH2:5][O:6][C:7]1[C:14]([O:15][CH3:16])=[CH:13][C:10](/[CH:11]=[C:34]2/[C:30]([NH:29][CH3:28])=[N:31][C:32](=[O:35])[S:33]/2)=[C:9]([Cl:17])[CH:8]=1, predict the reactants needed to synthesize it. The reactants are: [F:1][C:2]([F:27])([F:26])[C:3]1[CH:21]=[C:20]([C:22]([F:25])([F:24])[F:23])[CH:19]=[CH:18][C:4]=1[CH2:5][O:6][C:7]1[C:14]([O:15][CH3:16])=[CH:13][C:10]([CH:11]=O)=[C:9]([Cl:17])[CH:8]=1.[CH3:28][NH:29][C:30]1[CH2:34][S:33][C:32](=[O:35])[N:31]=1.CC(C)([O-])C.[K+]. (5) Given the product [C:1]1([C:7]2[NH:11][N:10]=[C:9]([C:12]([NH:52][CH2:51][CH2:50][CH2:49][NH:48][C:47](=[O:53])[O:46][C:42]([CH3:44])([CH3:43])[CH3:45])=[O:14])[CH:8]=2)[CH:2]=[CH:3][CH:4]=[CH:5][CH:6]=1, predict the reactants needed to synthesize it. The reactants are: [C:1]1([C:7]2[NH:11][N:10]=[C:9]([C:12]([OH:14])=O)[CH:8]=2)[CH:6]=[CH:5][CH:4]=[CH:3][CH:2]=1.CCOC(C(C#N)=NOC(N1CCOCC1)=[N+](C)C)=O.F[P-](F)(F)(F)(F)F.[C:42]([O:46][C:47](=[O:53])[NH:48][CH2:49][CH2:50][CH2:51][NH2:52])([CH3:45])([CH3:44])[CH3:43].CCN(C(C)C)C(C)C. (6) The reactants are: [CH3:1][N:2]1[CH:6]=[C:5](B2OC(C)(C)C(C)(C)O2)[CH:4]=[N:3]1.FC(F)(F)S(O[C:22]1[CH:27]=[CH:26][C:25]([C:28]2[S:29][C:30]([N:33]([CH3:44])[CH:34]3[CH2:39][C:38]([CH3:41])([CH3:40])[NH:37][C:36]([CH3:43])([CH3:42])[CH2:35]3)=[N:31][N:32]=2)=[C:24]([O:45][CH3:46])[CH:23]=1)(=O)=O.C([O-])([O-])=O.[Na+].[Na+]. Given the product [CH3:46][O:45][C:24]1[CH:23]=[C:22]([C:5]2[CH:4]=[N:3][N:2]([CH3:1])[CH:6]=2)[CH:27]=[CH:26][C:25]=1[C:28]1[S:29][C:30]([N:33]([CH3:44])[CH:34]2[CH2:39][C:38]([CH3:40])([CH3:41])[NH:37][C:36]([CH3:43])([CH3:42])[CH2:35]2)=[N:31][N:32]=1, predict the reactants needed to synthesize it.